Predict the reactants needed to synthesize the given product. From a dataset of Full USPTO retrosynthesis dataset with 1.9M reactions from patents (1976-2016). (1) Given the product [C:12]1([CH:11]([OH:18])[CH2:1][OH:3])[CH:17]=[CH:16][CH:15]=[CH:14][CH:13]=1, predict the reactants needed to synthesize it. The reactants are: [CH2:1]([OH:3])C.C([O-])=O.[NH4+].C(O)=O.[CH2:11]([OH:18])[C:12]1[CH:17]=[CH:16][CH:15]=[CH:14][CH:13]=1. (2) Given the product [F:39][C:34]1[CH:35]=[CH:36][CH:37]=[CH:38][C:33]=1[S:30]([C:26]1[N:25]=[C:24]([C:9]2[CH:21]=[CH:20][C:12]3[N:13]=[C:14]([NH:16][C:17](=[O:19])[CH3:18])[S:15][C:11]=3[CH:10]=2)[CH:29]=[CH:28][CH:27]=1)(=[O:32])=[O:31], predict the reactants needed to synthesize it. The reactants are: CC1(C)C(C)(C)OB([C:9]2[CH:21]=[CH:20][C:12]3[N:13]=[C:14]([NH:16][C:17](=[O:19])[CH3:18])[S:15][C:11]=3[CH:10]=2)O1.Cl[C:24]1[CH:29]=[CH:28][CH:27]=[C:26]([S:30]([C:33]2[CH:38]=[CH:37][CH:36]=[CH:35][C:34]=2[F:39])(=[O:32])=[O:31])[N:25]=1.C(=O)([O-])[O-].[Na+].[Na+].O1CCOCC1. (3) Given the product [C:1]([O:4][CH2:5][C:6]1[C:14]([CH2:15][C@@H:16]([CH2:22][C:23]([O:25][CH2:26][CH3:27])=[O:24])[C:17]([O:19][CH2:20][CH3:21])=[O:18])=[CH:13][C:12]([Cl:28])=[C:11]2[C:7]=1[C:8]([Cl:29])=[N:9][NH:10]2)(=[O:3])[CH3:2], predict the reactants needed to synthesize it. The reactants are: [C:1]([O:4][CH2:5][C:6]1[C:14]([CH2:15][C@@H:16]([CH2:22][C:23]([O:25][CH2:26][CH3:27])=[O:24])[C:17]([O:19][CH2:20][CH3:21])=[O:18])=[CH:13][C:12]([Cl:28])=[C:11]2[C:7]=1[CH:8]=[N:9][NH:10]2)(=[O:3])[CH3:2].[Cl:29]N1C(=O)CCC1=O.